From a dataset of Reaction yield outcomes from USPTO patents with 853,638 reactions. Predict the reaction yield, written as a fraction of the theoretical maximum amount of product (1.0 means a 100% yield; for example, 0.34 means a 34% yield). The reactants are CC1C=CC(S(O[CH2:12][CH:13]2[CH2:22][CH2:21][C:20]3[C:15](=[CH:16][CH:17]=[CH:18][CH:19]=3)[O:14]2)(=O)=O)=CC=1.[F:23][C:24]1[CH:25]=[C:26]2[C:30](=[CH:31][CH:32]=1)[NH:29][C:28]([CH2:33][CH:34]1[CH2:39][CH2:38][NH:37][CH2:36][CH2:35]1)=[CH:27]2.C(N(CC)CC)C.O.O.C(O)(=O)C(O)=O. The catalyst is CS(C)=O.ClCCl.C(O)C. The product is [O:14]1[C:15]2[C:20](=[CH:19][CH:18]=[CH:17][CH:16]=2)[CH2:21][CH2:22][CH:13]1[CH2:12][N:37]1[CH2:38][CH2:39][CH:34]([CH2:33][C:28]2[NH:29][C:30]3[C:26]([CH:27]=2)=[CH:25][C:24]([F:23])=[CH:32][CH:31]=3)[CH2:35][CH2:36]1. The yield is 0.440.